Dataset: Forward reaction prediction with 1.9M reactions from USPTO patents (1976-2016). Task: Predict the product of the given reaction. (1) Given the reactants C[O:2][C:3](=[O:32])[CH:4]([NH:12][C:13]([O:15][CH2:16][C:17]1[CH:22]=[CH:21][C:20]([CH2:23][O:24][C:25]2[CH:30]=[CH:29][C:28]([F:31])=[CH:27][CH:26]=2)=[CH:19][CH:18]=1)=[O:14])[CH2:5][C:6]1[CH:11]=[CH:10][CH:9]=[CH:8][CH:7]=1.[Li+].[OH-].Cl, predict the reaction product. The product is: [F:31][C:28]1[CH:27]=[CH:26][C:25]([O:24][CH2:23][C:20]2[CH:19]=[CH:18][C:17]([CH2:16][O:15][C:13]([NH:12][CH:4]([CH2:5][C:6]3[CH:7]=[CH:8][CH:9]=[CH:10][CH:11]=3)[C:3]([OH:32])=[O:2])=[O:14])=[CH:22][CH:21]=2)=[CH:30][CH:29]=1. (2) The product is: [NH2:27][C:3]1[C:4]([NH:12][C@H:13]2[C@@H:17]3[O:18][C:19]([CH3:21])([CH3:22])[O:20][C@@H:16]3[C@@H:15]([O:23][CH2:24][CH2:25][OH:26])[CH2:14]2)=[N:5][C:6]([S:8][CH2:9][CH2:10][CH3:11])=[N:7][C:2]=1[Cl:1]. Given the reactants [Cl:1][C:2]1[N:7]=[C:6]([S:8][CH2:9][CH2:10][CH3:11])[N:5]=[C:4]([NH:12][C@H:13]2[C@@H:17]3[O:18][C:19]([CH3:22])([CH3:21])[O:20][C@@H:16]3[C@@H:15]([O:23][CH2:24][CH2:25][OH:26])[CH2:14]2)[C:3]=1[N+:27]([O-])=O.C(O)(=O)C, predict the reaction product. (3) Given the reactants [OH:1][CH2:2][C@@H:3]([NH:10][C:11]([C:13]1[NH:14][CH:15]=[C:16]([C:18](=O)[C:19]([CH2:24][O:25][CH3:26])=[CH:20]N(C)C)[CH:17]=1)=[O:12])[C:4]1[CH:9]=[CH:8][CH:7]=[CH:6][CH:5]=1.[C:28]1([NH:34][C:35]([NH2:37])=[NH:36])[CH:33]=[CH:32][CH:31]=[CH:30][CH:29]=1, predict the reaction product. The product is: [OH:1][CH2:2][C@@H:3]([NH:10][C:11]([C:13]1[NH:14][CH:15]=[C:16]([C:18]2[C:19]([CH2:24][O:25][CH3:26])=[CH:20][N:37]=[C:35]([NH:34][C:28]3[CH:33]=[CH:32][CH:31]=[CH:30][CH:29]=3)[N:36]=2)[CH:17]=1)=[O:12])[C:4]1[CH:9]=[CH:8][CH:7]=[CH:6][CH:5]=1. (4) Given the reactants [Cl:1][C:2]1[C:3]([OH:13])=[C:4]([O:11][CH3:12])[CH:5]=[C:6]([CH:10]=1)[C:7]([OH:9])=[O:8].Cl.[CH3:15]O, predict the reaction product. The product is: [CH3:15][O:8][C:7](=[O:9])[C:6]1[CH:5]=[C:4]([O:11][CH3:12])[C:3]([OH:13])=[C:2]([Cl:1])[CH:10]=1. (5) Given the reactants [Cl-].CC1C=C(C)C=C(C)C=1[N+]1C=CN(C2C(C)=CC(C)=CC=2C)C=1.C([O-])([O-])=O.[Cs+].[Cs+].Br[C:32]1[N:37]=[C:36]([CH:38]([S:43][C:44]2[CH:49]=[CH:48][C:47]([O:50][CH2:51][C:52]([O:54][CH2:55][CH3:56])=[O:53])=[C:46]([CH3:57])[CH:45]=2)[CH2:39][O:40][CH2:41][CH3:42])[CH:35]=[CH:34][CH:33]=1.[F:58][C:59]([F:72])([F:71])[C:60]1[CH:65]=[CH:64][C:63](B2OCCO2)=[CH:62][CH:61]=1, predict the reaction product. The product is: [CH2:41]([O:40][CH2:39][CH:38]([S:43][C:44]1[CH:49]=[CH:48][C:47]([O:50][CH2:51][C:52]([O:54][CH2:55][CH3:56])=[O:53])=[C:46]([CH3:57])[CH:45]=1)[C:36]1[CH:35]=[CH:34][CH:33]=[C:32]([C:63]2[CH:64]=[CH:65][C:60]([C:59]([F:72])([F:71])[F:58])=[CH:61][CH:62]=2)[N:37]=1)[CH3:42]. (6) Given the reactants P(=O)([O-])O[CH2:3]C#N.[H-].[Na+].O=[C:11]1[CH2:15][N:14]([C:16]([O:18][C:19]([CH3:22])([CH3:21])[CH3:20])=[O:17])[C@H:13]([C:23]([O:25][CH3:26])=[O:24])[CH2:12]1.[Cl-].[NH4+], predict the reaction product. The product is: [CH2:3]=[C:11]1[CH2:15][N:14]([C:16]([O:18][C:19]([CH3:22])([CH3:21])[CH3:20])=[O:17])[C@H:13]([C:23]([O:25][CH3:26])=[O:24])[CH2:12]1.